Dataset: Reaction yield outcomes from USPTO patents with 853,638 reactions. Task: Predict the reaction yield, written as a fraction of the theoretical maximum amount of product (1.0 means a 100% yield; for example, 0.34 means a 34% yield). (1) The reactants are [CH3:1][O:2][C:3]1[CH:8]=[CH:7][N:6]=[C:5]2[CH:9]=[CH:10][NH:11][C:4]=12.[Cl:12][CH2:13][CH2:14][C@H:15]([C:17]1[CH:22]=[CH:21][CH:20]=[CH:19][CH:18]=1)O. The catalyst is C(Cl)(Cl)Cl. The product is [Cl:12][CH2:13][CH2:14][C@H:15]([N:11]1[C:4]2[C:5](=[N:6][CH:7]=[CH:8][C:3]=2[O:2][CH3:1])[CH:9]=[CH:10]1)[C:17]1[CH:22]=[CH:21][CH:20]=[CH:19][CH:18]=1. The yield is 0.330. (2) The reactants are [Cl:1][C:2]1[C:3]([NH:8][NH:9][C:10](=[O:15])[C:11]([F:14])([F:13])[F:12])=[N:4][CH:5]=[CH:6][N:7]=1.[Br:16]N1C(=O)CCC1=O. The catalyst is C(Cl)(Cl)Cl. The product is [Br:16][C:6]1[N:7]=[C:2]([Cl:1])[C:3]([NH:8][NH:9][C:10](=[O:15])[C:11]([F:12])([F:13])[F:14])=[N:4][CH:5]=1. The yield is 0.290.